Dataset: Catalyst prediction with 721,799 reactions and 888 catalyst types from USPTO. Task: Predict which catalyst facilitates the given reaction. (1) Reactant: Cl.[NH2:2][C:3]1[C:4]([OH:19])=[C:5]([C:10]2[CH:15]=[CH:14][CH:13]=[C:12]([C:16]([OH:18])=[O:17])[CH:11]=2)[CH:6]=[C:7]([CH3:9])[CH:8]=1.[N:20]([O-])=O.[Na+].[CH3:24][C:25]1([CH3:41])[C:33]2[C:28](=[CH:29][CH:30]=[C:31]([N:34]3[C:38](=[O:39])[CH2:37][C:36]([CH3:40])=[N:35]3)[CH:32]=2)[CH2:27][CH2:26]1.C(=O)(O)[O-].[Na+]. Product: [CH3:24][C:25]1([CH3:41])[C:33]2[C:28](=[CH:29][CH:30]=[C:31]([N:34]3[C:38](=[O:39])[C:37](=[N:20][NH:2][C:3]4[C:4]([OH:19])=[C:5]([C:10]5[CH:15]=[CH:14][CH:13]=[C:12]([C:16]([OH:18])=[O:17])[CH:11]=5)[CH:6]=[C:7]([CH3:9])[CH:8]=4)[C:36]([CH3:40])=[N:35]3)[CH:32]=2)[CH2:27][CH2:26]1. The catalyst class is: 33. (2) Reactant: [CH3:1][C@H:2]1[C@@H:7]([N:8]([C:10]2[N:18]=[CH:17][N:16]=[C:15]3[C:11]=2[CH:12]=[CH:13][NH:14]3)[CH3:9])[CH2:6][N:5]([C:19]([CH2:21][C:22]#[N:23])=[O:20])[CH2:4][CH2:3]1.Cl.[C:25]([OH:37])(=[O:36])[CH2:26][C:27]([CH2:32][C:33]([OH:35])=[O:34])([C:29]([OH:31])=[O:30])[OH:28].[OH-].[NH4+]. Product: [CH3:1][C@H:2]1[C@@H:7]([N:8]([C:10]2[N:18]=[CH:17][N:16]=[C:15]3[C:11]=2[CH:12]=[CH:13][NH:14]3)[CH3:9])[CH2:6][N:5]([C:19]([CH2:21][C:22]#[N:23])=[O:20])[CH2:4][CH2:3]1.[CH2:32]([C:27]([OH:28])([C:29]([OH:31])=[O:30])[CH2:26][C:25]([OH:37])=[O:36])[C:33]([OH:35])=[O:34]. The catalyst class is: 6. (3) Reactant: [C:1]([O:5][C:6]([N:8]1[CH2:12][CH2:11][CH2:10][CH:9]1[C:13](=O)[NH:14][CH2:15][C:16]([C:18]1[CH:23]=[CH:22][C:21]([Br:24])=[CH:20][CH:19]=1)=O)=[O:7])([CH3:4])([CH3:3])[CH3:2].COC1C=CC(P2(SP(C3C=CC(OC)=CC=3)(=S)S2)=[S:35])=CC=1. Product: [C:1]([O:5][C:6]([N:8]1[CH2:12][CH2:11][CH2:10][CH:9]1[C:13]1[S:35][C:16]([C:18]2[CH:23]=[CH:22][C:21]([Br:24])=[CH:20][CH:19]=2)=[CH:15][N:14]=1)=[O:7])([CH3:4])([CH3:3])[CH3:2]. The catalyst class is: 1. (4) Reactant: C(O)(C(F)(F)F)=O.[C:8]([C:10]1[N:11]=[CH:12][C:13]([NH:16][C:17]2[CH:22]=[C:21]([NH:23][CH2:24][CH:25]3[CH2:30][CH2:29][N:28](C(OC(C)(C)C)=O)[CH2:27][CH2:26]3)[C:20]([C:38](=[O:46])[NH:39][C:40]3[CH:45]=[CH:44][CH:43]=[CH:42][CH:41]=3)=[CH:19][N:18]=2)=[N:14][CH:15]=1)#[N:9]. Product: [C:8]([C:10]1[N:11]=[CH:12][C:13]([NH:16][C:17]2[CH:22]=[C:21]([NH:23][CH2:24][CH:25]3[CH2:30][CH2:29][NH:28][CH2:27][CH2:26]3)[C:20]([C:38]([NH:39][C:40]3[CH:41]=[CH:42][CH:43]=[CH:44][CH:45]=3)=[O:46])=[CH:19][N:18]=2)=[N:14][CH:15]=1)#[N:9]. The catalyst class is: 4. (5) Reactant: [CH3:1][C:2]([C@:4]12[CH2:13][C@@:12]3([CH3:14])[C@:8]([CH3:15])([C@@H:9]1[CH2:10][CH2:11]3)[CH2:7][CH2:6][CH2:5]2)=[CH2:3].C(O)(=O)C1C(=CC=CC=1)[OH:19]. Product: [CH3:14][C@:12]12[CH2:13][C@@:4]3([C:2]([CH2:1][OH:19])=[CH2:3])[CH:9]([C:8]1([CH3:15])[CH2:7][CH2:6][CH2:5]3)[CH2:10][CH2:11]2. The catalyst class is: 2. (6) Reactant: CI.[S:3]1[CH:7]=[CH:6][CH:5]=[C:4]1[C:8]1[NH:9][CH:10]=[C:11]([CH:13]=[O:14])[N:12]=1.[C:15](=O)([O-])[O-].[K+].[K+]. Product: [CH3:15][N:12]1[C:11]([CH:13]=[O:14])=[CH:10][N:9]=[C:8]1[C:4]1[S:3][CH:7]=[CH:6][CH:5]=1. The catalyst class is: 3. (7) Reactant: [F:1][C:2]1[C:3]([CH3:35])=[N:4][C:5]([NH:8][C:9]2[S:10][C:11]3[CH2:17][CH2:16][N:15]([CH2:18][CH2:19][O:20][CH3:21])[C:14]4=[N:22][N:23](CC5C=CC(OC)=CC=5)[CH:24]=[C:13]4[C:12]=3[N:34]=2)=[N:6][CH:7]=1. Product: [F:1][C:2]1[C:3]([CH3:35])=[N:4][C:5]([NH:8][C:9]2[S:10][C:11]3[CH2:17][CH2:16][N:15]([CH2:18][CH2:19][O:20][CH3:21])[C:14]4=[N:22][NH:23][CH:24]=[C:13]4[C:12]=3[N:34]=2)=[N:6][CH:7]=1. The catalyst class is: 157. (8) Reactant: C([O:8][C:9]1[C:25]([C@H:26]2[C@H:31]([O:32]CC3C=CC=CC=3)[C@@H:30]([O:40]CC3C=CC=CC=3)[C@H:29]([O:48]CC3C=CC=CC=3)[C@@H:28]([CH2:56][O:57]CC3C=CC=CC=3)[S:27]2)=[CH:24][C:12]([CH2:13][C:14]2[CH:23]=[CH:22][C:17]3[O:18][CH2:19][CH2:20][O:21][C:16]=3[CH:15]=2)=[C:11]([CH3:65])[CH:10]=1)C1C=CC=CC=1.CC1C(C)=C(C)C(C)=C(C)C=1.B(Cl)(Cl)Cl. Product: [O:18]1[CH2:19][CH2:20][O:21][C:16]2[CH:15]=[C:14]([CH2:13][C:12]3[C:11]([CH3:65])=[CH:10][C:9]([OH:8])=[C:25]([C@H:26]4[C@H:31]([OH:32])[C@@H:30]([OH:40])[C@H:29]([OH:48])[C@@H:28]([CH2:56][OH:57])[S:27]4)[CH:24]=3)[CH:23]=[CH:22][C:17]1=2. The catalyst class is: 4. (9) Reactant: [NH2:1][C:2]1[N:7]=[C:6]([CH3:8])[C:5]([C:9]#[N:10])=[C:4]([O:11][CH2:12][C:13]([O:15][CH3:16])=[O:14])[CH:3]=1.CO.Cl. Product: [NH2:1][C:2]1[N:7]=[C:6]([CH3:8])[C:5]([CH2:9][NH2:10])=[C:4]([O:11][CH2:12][C:13]([O:15][CH3:16])=[O:14])[CH:3]=1. The catalyst class is: 50. (10) Reactant: Br[C:2]1[C:10]2[O:9][C:8]([C:11]([OH:13])=[O:12])=[CH:7][C:6]=2[CH:5]=[CH:4][CH:3]=1.[CH3:14][O:15][C:16]1[CH:21]=[CH:20][CH:19]=[CH:18][C:17]=1B(O)O.C(=O)([O-])[O-].[Na+].[Na+]. Product: [CH3:14][O:15][C:16]1[CH:21]=[CH:20][CH:19]=[CH:18][C:17]=1[C:2]1[C:10]2[O:9][C:8]([C:11]([OH:13])=[O:12])=[CH:7][C:6]=2[CH:5]=[CH:4][CH:3]=1. The catalyst class is: 455.